From a dataset of Reaction yield outcomes from USPTO patents with 853,638 reactions. Predict the reaction yield, written as a fraction of the theoretical maximum amount of product (1.0 means a 100% yield; for example, 0.34 means a 34% yield). (1) The reactants are [Br:1][C:2]1[CH:3]=[C:4]([N+:12]([O-:14])=[O:13])[C:5]([CH3:11])=[C:6]([CH:10]=1)[C:7]([OH:9])=[O:8].[C:15](=O)([O-])[O-].[Na+].[Na+].CI. The catalyst is CN(C=O)C. The product is [Br:1][C:2]1[CH:3]=[C:4]([N+:12]([O-:14])=[O:13])[C:5]([CH3:11])=[C:6]([CH:10]=1)[C:7]([O:9][CH3:15])=[O:8]. The yield is 1.00. (2) The reactants are Br[C:2]1[C:7]([CH3:8])=[CH:6][C:5]([CH3:9])=[CH:4][C:3]=1[CH3:10].[CH3:11][C:12]1[CH:17]=[CH:16][CH:15]=[CH:14][C:13]=1B(O)O.C([O-])([O-])=O.[K+].[K+]. The catalyst is CC([O-])=O.CC([O-])=O.[Pd+2].C1(P(C2CCCCC2)C2C=CC=CC=2C2C(OC)=CC=C(S([O-])(=O)=O)C=2OC)CCCCC1.[Na+].O. The product is [CH3:10][C:3]1[CH:4]=[C:5]([CH3:9])[CH:6]=[C:7]([CH3:8])[C:2]=1[C:13]1[CH:14]=[CH:15][CH:16]=[CH:17][C:12]=1[CH3:11]. The yield is 0.940. (3) The reactants are Br[C:2]1[C:3]([N:17]2[CH2:22][CH2:21][CH2:20][C@@H:19]([NH:23]C(=O)OC(C)(C)C)[CH2:18]2)=[C:4]2[C:10]([NH:11][C:12]([CH:14]3[CH2:16][CH2:15]3)=[O:13])=[CH:9][NH:8][C:5]2=[N:6][CH:7]=1.CC1(C)C2C=CC=C(P(C3C=CC=CC=3)C3C=CC=CC=3)C=2OC2C1=CC=CC=2P(C1C=CC=CC=1)C1C=CC=CC=1.[CH3:73][CH:74]([SH:76])[CH3:75].C(N(C(C)C)C(C)C)C.C(Cl)[Cl:87]. The catalyst is O1CCOCC1.C1C=CC(/C=C/C(/C=C/C2C=CC=CC=2)=O)=CC=1.C1C=CC(/C=C/C(/C=C/C2C=CC=CC=2)=O)=CC=1.C1C=CC(/C=C/C(/C=C/C2C=CC=CC=2)=O)=CC=1.[Pd].[Pd].O. The product is [ClH:87].[NH2:23][C@@H:19]1[CH2:20][CH2:21][CH2:22][N:17]([C:3]2[C:2]([S:76][CH:74]([CH3:75])[CH3:73])=[CH:7][N:6]=[C:5]3[NH:8][CH:9]=[C:10]([NH:11][C:12]([CH:14]4[CH2:16][CH2:15]4)=[O:13])[C:4]=23)[CH2:18]1. The yield is 0.510. (4) The reactants are Cl[C:2]1[N:11]=[C:10]([NH:12][CH2:13][CH:14]([C:21]2[CH:26]=[CH:25][CH:24]=[CH:23][CH:22]=2)[C:15]2[CH:20]=[CH:19][CH:18]=[CH:17][CH:16]=2)[C:9]2[C:4](=[CH:5][CH:6]=[CH:7][CH:8]=2)[N:3]=1.CC1(C)C(C)(C)OB([C:35]2[CH:36]=[C:37]3[C:41](=[CH:42][CH:43]=2)[NH:40][C:39](=[O:44])[CH2:38]3)O1.C(NC1C2C(=CC=CC=2)N=C(C2SC3C=CC=CC=3C=2)N=1)(C1C=CC=CC=1)C1C=CC=CC=1. The catalyst is C1CCCCC1.CCOC(C)=O. The product is [C:15]1([CH:14]([C:21]2[CH:26]=[CH:25][CH:24]=[CH:23][CH:22]=2)[CH2:13][NH:12][C:10]2[C:9]3[C:4](=[CH:5][CH:6]=[CH:7][CH:8]=3)[N:3]=[C:2]([C:35]3[CH:36]=[C:37]4[C:41](=[CH:42][CH:43]=3)[NH:40][C:39](=[O:44])[CH2:38]4)[N:11]=2)[CH:20]=[CH:19][CH:18]=[CH:17][CH:16]=1. The yield is 0.550. (5) The reactants are Cl[C:2]1[N:7]=[C:6]([Cl:8])[N:5]=[C:4]([NH:9][CH2:10][C:11]#[CH:12])[N:3]=1.CN.C1COCC1.[CH3:20][NH:21]C1N=C(NCCC)N=C(NCC#C)N=1. No catalyst specified. The product is [Cl:8][C:6]1[N:7]=[C:2]([NH:21][CH3:20])[N:3]=[C:4]([NH:9][CH2:10][C:11]#[CH:12])[N:5]=1. The yield is 0.950. (6) The reactants are [CH3:1][O:2][C:3]([CH:5]1[CH2:10][N:9]([C:11](=[O:27])[CH2:12][NH:13][C:14]([C:16]2[CH:20]=[C:19]([C:21]3[CH:26]=[CH:25][CH:24]=[CH:23][CH:22]=3)[NH:18][N:17]=2)=[O:15])[CH2:8][CH2:7][N:6]1C(OC(C)(C)C)=O)=[O:4].C(OC(C)=O)C.[ClH:41]. No catalyst specified. The product is [ClH:41].[CH3:1][O:2][C:3]([CH:5]1[CH2:10][N:9]([C:11](=[O:27])[CH2:12][NH:13][C:14]([C:16]2[CH:20]=[C:19]([C:21]3[CH:26]=[CH:25][CH:24]=[CH:23][CH:22]=3)[NH:18][N:17]=2)=[O:15])[CH2:8][CH2:7][NH:6]1)=[O:4]. The yield is 0.737. (7) The reactants are [Cl:1][C:2]1[CH:7]=[C:6]([OH:8])[C:5]([C:9]2[CH:14]=[CH:13][N:12]=[N:11][CH:10]=2)=[CH:4][C:3]=1[C:15]1[CH:20]=[CH:19][CH:18]=[C:17]([F:21])[CH:16]=1.[Cl:22][C:23]1[C:24](F)=[CH:25][C:26]([F:49])=[C:27]([S:29]([N:32]([CH2:38][C:39]2[CH:44]=[CH:43][C:42]([O:45][CH3:46])=[CH:41][C:40]=2[O:47][CH3:48])[C:33]2[S:34][CH:35]=[N:36][N:37]=2)(=[O:31])=[O:30])[CH:28]=1.C(=O)([O-])[O-].[K+].[K+].O. The catalyst is CS(C)=O.C(OCC)(=O)C. The product is [Cl:22][C:23]1[C:24]([O:8][C:6]2[C:5]([C:9]3[CH:14]=[CH:13][N:12]=[N:11][CH:10]=3)=[CH:4][C:3]([C:15]3[CH:20]=[CH:19][CH:18]=[C:17]([F:21])[CH:16]=3)=[C:2]([Cl:1])[CH:7]=2)=[CH:25][C:26]([F:49])=[C:27]([S:29]([N:32]([CH2:38][C:39]2[CH:44]=[CH:43][C:42]([O:45][CH3:46])=[CH:41][C:40]=2[O:47][CH3:48])[C:33]2[S:34][CH:35]=[N:36][N:37]=2)(=[O:30])=[O:31])[CH:28]=1. The yield is 0.670. (8) The reactants are C[O:2][C:3](=O)[C:4]1[CH:9]=[CH:8][C:7]([O:10][CH2:11][C:12]2[C:13]([C:18]3[CH:23]=[CH:22][C:21]([Cl:24])=[CH:20][CH:19]=3)=[N:14][O:15][C:16]=2[CH3:17])=[N:6][CH:5]=1.[NH:26]1[CH2:31][CH2:30][S:29][CH2:28][CH2:27]1. No catalyst specified. The product is [Cl:24][C:21]1[CH:20]=[CH:19][C:18]([C:13]2[C:12]([CH2:11][O:10][C:7]3[N:6]=[CH:5][C:4]([C:3]([N:26]4[CH2:31][CH2:30][S:29][CH2:28][CH2:27]4)=[O:2])=[CH:9][CH:8]=3)=[C:16]([CH3:17])[O:15][N:14]=2)=[CH:23][CH:22]=1. The yield is 0.950. (9) The yield is 0.760. The catalyst is [Br-].C([N+](CCCC)(CCCC)CCCC)CCC.CCOC(C)=O. The reactants are [Br:1][C:2]1[CH:3]=[CH:4][C:5]2[S:9][C:8]([SH:10])=[N:7][C:6]=2[CH:11]=1.[CH2:12]1COCC1.IC.[OH-].[K+]. The product is [Br:1][C:2]1[CH:3]=[CH:4][C:5]2[S:9][C:8]([S:10][CH3:12])=[N:7][C:6]=2[CH:11]=1.